From a dataset of Catalyst prediction with 721,799 reactions and 888 catalyst types from USPTO. Predict which catalyst facilitates the given reaction. (1) Product: [ClH:30].[C:19]1([C:25]2[CH:26]=[CH:27][C:28]([CH2:29][S:18][C:9]3[NH:8][C@H:7]([C:1]4[CH:2]=[CH:3][CH:4]=[CH:5][CH:6]=4)[C@H:11]([C:12]4[CH:13]=[CH:14][CH:15]=[CH:16][CH:17]=4)[N:10]=3)=[CH:31][CH:32]=2)[CH:20]=[CH:21][CH:22]=[CH:23][CH:24]=1. Reactant: [C:1]1([C@H:7]2[C@@H:11]([C:12]3[CH:17]=[CH:16][CH:15]=[CH:14][CH:13]=3)[NH:10][C:9](=[S:18])[NH:8]2)[CH:6]=[CH:5][CH:4]=[CH:3][CH:2]=1.[C:19]1([C:25]2[CH:32]=[CH:31][C:28]([CH2:29][Cl:30])=[CH:27][CH:26]=2)[CH:24]=[CH:23][CH:22]=[CH:21][CH:20]=1. The catalyst class is: 14. (2) Reactant: [CH3:1][C:2]1[N:7]=[C:6]2[CH2:8][N:9]([CH2:12][C:13]3[CH:18]=[CH:17][CH:16]=[CH:15][CH:14]=3)[CH2:10][CH2:11][CH:5]2[C:4](=O)[N:3]=1.P(Cl)(Cl)(Cl)=O.[NH:25]1[CH2:30][CH2:29][CH2:28][CH2:27][CH2:26]1. Product: [CH3:1][C:2]1[N:3]=[C:4]([N:25]2[CH2:30][CH2:29][CH2:28][CH2:27][CH2:26]2)[C:5]2[CH2:11][CH2:10][N:9]([CH2:12][C:13]3[CH:18]=[CH:17][CH:16]=[CH:15][CH:14]=3)[CH2:8][C:6]=2[N:7]=1. The catalyst class is: 8. (3) Reactant: [CH3:1][C:2]([O:4][CH2:5][C@H:6]1[O:11][C@H:10]([O:12][C@H:13]2[C@H:18]([O:19][C:20]([CH3:22])=[O:21])[C@@H:17]([O:23][C:24]([CH3:26])=[O:25])[CH:16](OC(C)=O)[O:15][C@@H:14]2[CH2:31][O:32][C:33]([CH3:35])=[O:34])[C@H:9]([O:36][C:37]([CH3:39])=[O:38])[C@@H:8]([O:40][C:41]([CH3:43])=[O:42])[C@@H:7]1[O:44][C@H:45]1[O:50][C@H:49]([CH2:51][O:52][C:53]([CH3:55])=[O:54])[C@@H:48]([O:56][C:57]([CH3:59])=[O:58])[C@H:47]([O:60][C:61]([CH3:63])=[O:62])[C@H:46]1[O:64][C:65]([CH3:67])=[O:66])=[O:3].[BrH:68].CC(O)=O. Product: [C:65]([O:64][C@@H:46]1[C@@H:47]([O:60][C:61](=[O:62])[CH3:63])[C@H:48]([O:56][C:57](=[O:58])[CH3:59])[C@@H:49]([CH2:51][O:52][C:53](=[O:54])[CH3:55])[O:50][C@@H:45]1[O:44][C@@H:7]1[C@@H:6]([CH2:5][O:4][C:2](=[O:3])[CH3:1])[O:11][C@H:10]([O:12][C@@H:13]2[C@@H:14]([CH2:31][O:32][C:33](=[O:34])[CH3:35])[O:15][C@H:16]([Br:68])[C@H:17]([O:23][C:24](=[O:25])[CH3:26])[C@H:18]2[O:19][C:20](=[O:21])[CH3:22])[C@H:9]([O:36][C:37](=[O:38])[CH3:39])[C@H:8]1[O:40][C:41](=[O:42])[CH3:43])(=[O:66])[CH3:67]. The catalyst class is: 2. (4) Reactant: [CH2:1]([O:8][C:9](=[O:18])[NH:10][C:11]1([CH2:16][OH:17])[CH2:15][CH2:14][CH2:13][CH2:12]1)[C:2]1[CH:7]=[CH:6][CH:5]=[CH:4][CH:3]=1.[H+].[B-](F)(F)(F)F.[Si](C=[N+]=[N-])(C)(C)[CH3:26].O. The catalyst class is: 2. Product: [CH2:1]([O:8][C:9](=[O:18])[NH:10][C:11]1([CH2:16][O:17][CH3:26])[CH2:15][CH2:14][CH2:13][CH2:12]1)[C:2]1[CH:3]=[CH:4][CH:5]=[CH:6][CH:7]=1. (5) Reactant: [Cl:1][C:2]1[CH:3]=[C:4]([N:17]2[C:22](=[O:23])[NH:21][C:20](=[O:24])[CH:19]=[N:18]2)[CH:5]=[CH:6][C:7]=1[CH:8](Cl)[C:9]1[CH:14]=[CH:13][C:12]([Cl:15])=[CH:11][CH:10]=1.[SH:25][C:26]1[CH:31]=[CH:30][CH:29]=[CH:28][N:27]=1.N12CCCN=C1CCCCC2.[OH-].[Na+]. Product: [Cl:1][C:2]1[CH:3]=[C:4]([N:17]2[C:22](=[O:23])[NH:21][C:20](=[O:24])[CH:19]=[N:18]2)[CH:5]=[CH:6][C:7]=1[CH:8]([C:9]1[CH:14]=[CH:13][C:12]([Cl:15])=[CH:11][CH:10]=1)[S:25][C:26]1[CH:31]=[CH:30][CH:29]=[CH:28][N:27]=1. The catalyst class is: 1.